Dataset: Full USPTO retrosynthesis dataset with 1.9M reactions from patents (1976-2016). Task: Predict the reactants needed to synthesize the given product. (1) Given the product [Cl:1][C:2]1[CH:3]=[CH:4][CH:5]=[C:6]2[C:11]=1[N:10]=[C:9]([C:12]1[CH:17]=[C:16]([F:18])[CH:15]=[CH:14][C:13]=1[Cl:19])[C:8]([CH2:20][NH:21][C:23]1[N:31]=[CH:30][N:29]=[C:28]3[C:24]=1[N:25]=[CH:26][NH:27]3)=[CH:7]2, predict the reactants needed to synthesize it. The reactants are: [Cl:1][C:2]1[CH:3]=[CH:4][CH:5]=[C:6]2[C:11]=1[N:10]=[C:9]([C:12]1[CH:17]=[C:16]([F:18])[CH:15]=[CH:14][C:13]=1[Cl:19])[C:8]([CH2:20][NH2:21])=[CH:7]2.Cl[C:23]1[N:31]=[CH:30][N:29]=[C:28]2[C:24]=1[NH:25][CH:26]=[N:27]2.CCN(C(C)C)C(C)C. (2) The reactants are: Br[C:2]1[C:8]([C:9]([F:12])([F:11])[F:10])=[CH:7][C:5]([NH2:6])=[CH:4][C:3]=1[Cl:13].C(=O)([O-])[O-].[Na+].[Na+].[C:20]([NH:24][S:25]([C:28]1[CH:33]=[C:32](B2OC(C)(C)C(C)(C)O2)[CH:31]=[CH:30][C:29]=1[CH3:43])(=[O:27])=[O:26])([CH3:23])([CH3:22])[CH3:21].O. Given the product [NH2:6][C:5]1[CH:7]=[C:8]([C:9]([F:12])([F:11])[F:10])[C:2]([C:32]2[CH:31]=[CH:30][C:29]([CH3:43])=[C:28]([S:25]([NH:24][C:20]([CH3:23])([CH3:22])[CH3:21])(=[O:26])=[O:27])[CH:33]=2)=[C:3]([Cl:13])[CH:4]=1, predict the reactants needed to synthesize it.